Dataset: Full USPTO retrosynthesis dataset with 1.9M reactions from patents (1976-2016). Task: Predict the reactants needed to synthesize the given product. (1) Given the product [C:1]([C:5]1[CH:6]=[C:7]([C:17]2[CH:18]=[N:19][C:20]([C:23]([F:26])([F:24])[F:25])=[CH:21][CH:22]=2)[C:8]([O:13][CH2:14][O:15][CH3:16])=[C:9]([CH:10]([OH:11])[CH3:27])[CH:12]=1)([CH3:4])([CH3:2])[CH3:3], predict the reactants needed to synthesize it. The reactants are: [C:1]([C:5]1[CH:6]=[C:7]([C:17]2[CH:18]=[N:19][C:20]([C:23]([F:26])([F:25])[F:24])=[CH:21][CH:22]=2)[C:8]([O:13][CH2:14][O:15][CH3:16])=[C:9]([CH:12]=1)[CH:10]=[O:11])([CH3:4])([CH3:3])[CH3:2].[CH3:27][Mg]Br.C(OCC)C. (2) Given the product [C:1]([C:3]1[CH:11]=[CH:10][CH:9]=[C:8]2[C:4]=1[CH:5]=[C:6]([C:12]1[C:17](=[O:18])[N:16]([CH3:19])[N:15]=[C:14]([C:20]3[C:21]([N:40]([CH3:45])[S:41]([CH3:44])(=[O:42])=[O:43])=[CH:22][C:23]4[O:27][C:26]([C:28]5[CH:29]=[CH:30][C:31]([F:34])=[CH:32][CH:33]=5)=[C:25]([C:35]([NH:37][CH3:38])=[O:36])[C:24]=4[CH:39]=3)[CH:13]=1)[N:7]2[CH2:47][CH2:48][O:49][CH3:50])#[N:2], predict the reactants needed to synthesize it. The reactants are: [C:1]([C:3]1[CH:11]=[CH:10][CH:9]=[C:8]2[C:4]=1[CH:5]=[C:6]([C:12]1[C:17](=[O:18])[N:16]([CH3:19])[N:15]=[C:14]([C:20]3[C:21]([N:40]([CH3:45])[S:41]([CH3:44])(=[O:43])=[O:42])=[CH:22][C:23]4[O:27][C:26]([C:28]5[CH:33]=[CH:32][C:31]([F:34])=[CH:30][CH:29]=5)=[C:25]([C:35]([NH:37][CH3:38])=[O:36])[C:24]=4[CH:39]=3)[CH:13]=1)[NH:7]2)#[N:2].I[CH2:47][CH2:48][O:49][CH3:50].C([O-])([O-])=O.[Cs+].[Cs+]. (3) The reactants are: [Cl:1][C:2]1[C:7]([C:8]2[C:9](=[O:31])[N:10]([CH2:29][CH3:30])[C:11]3[C:16]([CH:17]=2)=[CH:15][N:14]=[C:13]([N:18](CC2C=CC(OC)=CC=2)[CH3:19])[CH:12]=3)=[CH:6][C:5]([NH:32][C:33]([NH:35][C:36]2[CH:41]=[CH:40][C:39]([F:42])=[C:38]([CH2:43][N:44]([CH3:46])[CH3:45])[CH:37]=2)=[O:34])=[C:4]([F:47])[CH:3]=1. Given the product [Cl:1][C:2]1[C:7]([C:8]2[C:9](=[O:31])[N:10]([CH2:29][CH3:30])[C:11]3[C:16]([CH:17]=2)=[CH:15][N:14]=[C:13]([NH:18][CH3:19])[CH:12]=3)=[CH:6][C:5]([NH:32][C:33]([NH:35][C:36]2[CH:41]=[CH:40][C:39]([F:42])=[C:38]([CH2:43][N:44]([CH3:45])[CH3:46])[CH:37]=2)=[O:34])=[C:4]([F:47])[CH:3]=1, predict the reactants needed to synthesize it. (4) Given the product [ClH:25].[Br:22][C:19]1[CH:20]=[CH:21][C:6]2[O:5][C:4]3[C:2](=[O:3])[NH:1][C:10]([C@@H:11]4[CH2:15][CH2:14][CH2:13][N:12]4[CH3:16])=[N:9][C:8]=3[C:7]=2[CH:18]=1, predict the reactants needed to synthesize it. The reactants are: [NH2:1][C:2]([C:4]1[O:5][C:6]2[CH:21]=[CH:20][C:19]([Br:22])=[CH:18][C:7]=2[C:8]=1[NH:9][C:10](=O)[C@@H:11]1[CH2:15][CH2:14][CH2:13][N:12]1[CH3:16])=[O:3].[OH-].[Na+].[ClH:25]. (5) The reactants are: OC[C:3]1[CH:8]=[CH:7][CH:6]=[CH:5][C:4]=1[NH:9][C:10](=[O:12])[CH3:11].Br[CH2:14][CH:15]1C[O:16]1.[C:18](=[O:21])([O-])[O-].[K+].[K+].[CH3:24]N(C=O)C. Given the product [CH3:24][C:7]1[CH:6]=[CH:5][C:4]([NH:9][C:10](=[O:12])[CH3:11])=[C:3]([O:16][CH2:15][CH:14]2[CH2:18][O:21]2)[CH:8]=1, predict the reactants needed to synthesize it. (6) Given the product [N:1]1([CH2:6][CH2:7][O:8][CH2:9][CH:10]2[CH2:16][CH:15]3[NH:17][CH:12]([CH2:13][CH2:14]3)[CH2:11]2)[CH2:5][CH2:4][CH2:3][CH2:2]1, predict the reactants needed to synthesize it. The reactants are: [N:1]1([CH2:6][CH2:7][O:8][CH2:9][CH:10]2[CH2:16][CH:15]3[N:17](C(OCC4C=CC=CC=4)=O)[CH:12]([CH2:13][CH2:14]3)[CH2:11]2)[CH2:5][CH2:4][CH2:3][CH2:2]1.